From a dataset of Experimentally validated miRNA-target interactions with 360,000+ pairs, plus equal number of negative samples. Binary Classification. Given a miRNA mature sequence and a target amino acid sequence, predict their likelihood of interaction. Result: 0 (no interaction). The protein sequence of the target gene is MSQTKMLKVRVTLFCILAGIVLAMTAVVTDHWAVLSPHMEHHNTTCEAAHFGLWRICTKRIPMDDSKTCGPITLPGEKNCSYFRHFNPGESSEIFEFTTQKEYSISAAAIAIFSLGFIILGSLCVLLSLGKKRDYLLRPASMFYAFAGLCILVSVEVMRQSVKRMIDSEDTVWIEYYYSWSFACACAAFILLFLGGLALLLFSLPRMPRNPWESCMDAEPEH. The miRNA is hsa-miR-4505 with sequence AGGCUGGGCUGGGACGGA.